Predict the product of the given reaction. From a dataset of Forward reaction prediction with 1.9M reactions from USPTO patents (1976-2016). (1) Given the reactants I[C:2]1[CH:7]=[CH:6][N:5]([CH2:8][CH2:9][C@@:10]([CH3:25])([S:21]([CH3:24])(=[O:23])=[O:22])[C:11]([NH:13][O:14][C@@H:15]2[CH2:20][CH2:19][CH2:18][CH2:17][O:16]2)=[O:12])[C:4](=[O:26])[CH:3]=1.[F:27][C:28]1[CH:29]=[C:30]([CH:46]=[CH:47][C:48]=1B1OC(C)(C)C(C)(C)O1)[O:31][CH2:32][C@H:33]1[CH2:38][CH2:37][C@H:36]([O:39][CH:40]2[CH2:45][CH2:44][CH2:43][CH2:42][O:41]2)[CH2:35][CH2:34]1.C[C@@](S(C)(=O)=O)(CCN1C=CC(C2C=CC(OC[C@H]3CC[C@@H](OC4CCCCO4)CC3)=CC=2)=CC1=O)C(NOC1CCCCO1)=O, predict the reaction product. The product is: [F:27][C:28]1[CH:29]=[C:30]([O:31][CH2:32][C@H:33]2[CH2:38][CH2:37][C@H:36]([O:39][CH:40]3[CH2:45][CH2:44][CH2:43][CH2:42][O:41]3)[CH2:35][CH2:34]2)[CH:46]=[CH:47][C:48]=1[C:2]1[CH:7]=[CH:6][N:5]([CH2:8][CH2:9][C@@:10]([CH3:25])([S:21]([CH3:24])(=[O:23])=[O:22])[C:11]([NH:13][O:14][CH:15]2[CH2:20][CH2:19][CH2:18][CH2:17][O:16]2)=[O:12])[C:4](=[O:26])[CH:3]=1. (2) Given the reactants [Si:1]([O:8][C@H:9]1[C:14](=[CH2:15])[C@H:13]([O:16][Si:17]([C:20]([CH3:23])([CH3:22])[CH3:21])([CH3:19])[CH3:18])[CH2:12][CH:11]([OH:24])[CH2:10]1)([C:4]([CH3:7])([CH3:6])[CH3:5])([CH3:3])[CH3:2].CC(C)[O-].[Al+3].CC(C)[O-].CC(C)[O-].C1(=O)CCCCC1, predict the reaction product. The product is: [Si:1]([O:8][C@H:9]1[C:14](=[CH2:15])[C@H:13]([O:16][Si:17]([C:20]([CH3:23])([CH3:22])[CH3:21])([CH3:19])[CH3:18])[CH2:12][C:11](=[O:24])[CH2:10]1)([C:4]([CH3:7])([CH3:6])[CH3:5])([CH3:3])[CH3:2]. (3) Given the reactants [Cl:1][C:2]1[C:3]([N:9]2[CH:13]=[C:12]([CH2:14][CH2:15][CH2:16][O:17][C:18]3[C:23]([CH2:24][CH3:25])=[CH:22][CH:21]=[CH:20][C:19]=3[CH2:26][C:27]([O:29]C)=[O:28])[C:11]([CH:31]([CH3:33])[CH3:32])=[N:10]2)=[N:4][CH:5]=[C:6]([Cl:8])[CH:7]=1.[OH-].[Na+].O1CCCC1.Cl, predict the reaction product. The product is: [Cl:1][C:2]1[C:3]([N:9]2[CH:13]=[C:12]([CH2:14][CH2:15][CH2:16][O:17][C:18]3[C:23]([CH2:24][CH3:25])=[CH:22][CH:21]=[CH:20][C:19]=3[CH2:26][C:27]([OH:29])=[O:28])[C:11]([CH:31]([CH3:32])[CH3:33])=[N:10]2)=[N:4][CH:5]=[C:6]([Cl:8])[CH:7]=1. (4) Given the reactants [Br:1][C:2]1[S:6][C:5]([CH2:7][S:8](CCC(OC)=O)(=[O:10])=[O:9])=[N:4][CH:3]=1.C[O-].[Na+].CC([O-])=O.[Na+].[NH2:25]OS(O)(=O)=O, predict the reaction product. The product is: [Br:1][C:2]1[S:6][C:5]([CH2:7][S:8]([NH2:25])(=[O:10])=[O:9])=[N:4][CH:3]=1. (5) Given the reactants C([N:9]1[CH2:18][CH2:17][C:16]2[N:15]=[C:14]([CH3:19])[O:13][C:12]=2[C:11]2[CH:20]=[CH:21][CH:22]=[CH:23][C:10]1=2)(=O)C1C=CC=CC=1, predict the reaction product. The product is: [CH3:19][C:14]1[O:13][C:12]2[C:11]3[CH:20]=[CH:21][CH:22]=[CH:23][C:10]=3[NH:9][CH2:18][CH2:17][C:16]=2[N:15]=1. (6) Given the reactants [F:1][C:2]([F:15])([F:14])[C:3]1[CH:4]=[N:5][C:6]2[CH2:7][C:8](=O)[NH:9][CH2:10][C:11]=2[CH:12]=1.B, predict the reaction product. The product is: [F:14][C:2]([F:1])([F:15])[C:3]1[CH:4]=[N:5][C:6]2[CH2:7][CH2:8][NH:9][CH2:10][C:11]=2[CH:12]=1.